This data is from Experimentally validated miRNA-target interactions with 360,000+ pairs, plus equal number of negative samples. The task is: Binary Classification. Given a miRNA mature sequence and a target amino acid sequence, predict their likelihood of interaction. (1) The protein sequence of the target gene is MPEWPPCLSVAPALVITMAAGKGAPLSPSAENRWRLSEPELGRGCKPVLLEKTNRLGPEAAVGRAGRDVGSAELALLVAPGKPRPGKPLPPKTRGEQRQSAFTELPRMKDRQVDAQAQEREHDDPTGQPGAPQLTQNIPRGPAGSKVFSVWPSGARSEQRSAFSKPTKRPAERPELTSVFPAGESADALGELSGLLNTTDLACWGRLSTPKLLVGDLWNLQALPQNAPLCSTFLGAPTLWLEHTQAQVPPPSSSSTTSWALLPPTLTSLGLSTQNWCAKCNLSFRLTSDLVFHMRSHHKK.... The miRNA is hsa-miR-18a-3p with sequence ACUGCCCUAAGUGCUCCUUCUGG. Result: 1 (interaction). (2) The miRNA is hsa-miR-4773 with sequence CAGAACAGGAGCAUAGAAAGGC. The protein sequence of the target gene is MRPLLGLLLVFAGCTFALYLLSTRLPRGRRLGSTEEAGGRSLWFPSDLAELRELSEVLREYRKEHQAYVFLLFCGAYLYKQGFAIPGSSFLNVLAGALFGPWLGLLLCCVLTSVGATCCYLLSSIFGKQLVVSYFPDKVALLQRKVEENRNSLFFFLLFLRLFPMTPNWFLNLSAPILNIPIVQFFFSVLIGLIPYNFICVQTGSILSTLTSLDALFSWDTVFKLLAIAMVALIPGTLIKKFSQKHLQLNETSTANHIHSRKDT. Result: 0 (no interaction). (3) The miRNA is hsa-miR-6852-5p with sequence CCCUGGGGUUCUGAGGACAUG. The protein sequence of the target gene is MSTAGKVIKCKAAVLWELKKPFSIEEVEVAPPKAHEVRIKMVAVGICGTDDHVVSGTMVTPLPVILGHEAAGIVESVGEGVTTVKPGDKVIPLAIPQCGKCRICKNPESNYCLKNDVSNPQGTLQDGTSRFTCRRKPIHHFLGISTFSQYTVVDENAVAKIDAASPLEKVCLIGCGFSTGYGSAVNVAKVTPGSTCAVFGLGGVGLSAIMGCKAAGAARIIAVDINKDKFAKAKELGATECINPQDYKKPIQEVLKEMTDGGVDFSFEVIGRLDTMMASLLCCHEACGTSVIVGVPPDSQ.... Result: 0 (no interaction). (4) The miRNA is hsa-miR-4293 with sequence CAGCCUGACAGGAACAG. The protein sequence of the target gene is MKAGATSMWASCCGLLNEVMGTGAVRGQQSAFAGATGPFRFTPNPEFSTYPPAATEGPNIVCKACGLSFSVFRKKHVCCDCKKDFCSVCSVLQENLRRCSTCHLLQETAFQRPQLMRLKVKDLRQYLILRNIPIDTCREKEDLVDLVLCHHGLGSEDDMDTSSLNSSRSQTSSFFTRSFFSNYTAPSATMSSFQGELMDGDQTSRSGVPAQVQSEITSANTEDDDDDDDEDDDDEEENAEDRNPGLSKERVRASLSDLSSLDDVEGMSVRQLKEILARNFVNYSGCCEKWELVEKVNRLY.... Result: 0 (no interaction). (5) The miRNA is mmu-miR-301b-3p with sequence CAGUGCAAUGGUAUUGUCAAAGC. The protein sequence of the target gene is MDEKLFTKELDQWIEQLNECKQLSESQVKSLCEKAKEILTKESNVQEVRCPVTVCGDVHGQFHDLMELFRIGGKSPDTNYLFMGDYVDRGYYSVETVTLLVALKVRYRERITILRGNHESRQITQVYGFYDECLRKYGNANVWKYFTDLFDYLPLTALVDGQIFCLHGGLSPSIDTLDHIRALDRLQEVPHEGPMCDLLWSDPDDRGGWGISPRGAGYTFGQDISETFNHANGLTLVSRAHQLVMEGYNWCHDRNVVTIFSAPNYCYRCGNQAAIMELDDTLKYSFLQFDPAPRRGEPHV.... Result: 1 (interaction). (6) The miRNA is hsa-miR-4707-3p with sequence AGCCCGCCCCAGCCGAGGUUCU. The protein sequence of the target gene is MGSACIKVTKYFLFLFNLIFFILGAVILGFGVWILADKSSFISVLQTSSSSLRMGAYVFIGVGAVTMLMGFLGCIGAVNEVRCLLGLYFAFLLLILIAQVTAGALFYFNMGKLKQEMGGIVTELIRDYNSSREDSLQDAWDYVQAQVKCCGWVSFYNWTDNAELMNRPEVTYPCSCEVKGEEDNSLSVRKGFCEAPGNRTQSGNHPEDWPVYQEGCMEKVQAWLQENLGIILGVGVGVAIIELLGMVLSICLCRHVHSEDYSKVPKY. Result: 0 (no interaction). (7) The miRNA is mmu-miR-7025-5p with sequence CGUGAGCUGAAGCUGGUGGCUCCC. The protein sequence of the target gene is MSEAAPAAPAAAPPAEKAPAKKKAAKKPAGVRRKASGPPVSELITKAVAASKERSGVSLAALKKALAAAGYDVEKNNSRIKLGLKSLVSKGILVQTKGTGASGSFKLNKKAASGEAKPQAKKAGAAKAKKPAGAAKKPKKATGAATPKKAAKKTPKKAKKPAAAAVTKKVAKSPKKAKVTKPKKVKSASKAVKPKAAKPKVAKAKKVAAKKK. Result: 0 (no interaction). (8) The miRNA is hsa-miR-1255b-2-3p with sequence AACCACUUUCUUUGCUCAUCCA. The protein sequence of the target gene is MGRGAGREYSPAATTAENGGGKKKQKEKELDELKKEVAMDDHKLSLDELGRKYQVDLSKGLTNQRAQDILARDGPNALTPPPTTPEWVKFCRQLFGGFSILLWIGALLCFLAYGILAAMEDEPSNDNLYLGIVLAAVVIVTGCFSYYQEAKSSKIMDSFKNMVPQQALVIREGEKMQINAEEVVVGDLVEVKGGDRVPADLRIISSHGCKVDNSSLTGESEPQTRSPEFTHENPLETRNICFFSTNCVEGTARGIVIATGDRTVMGRIATLASGLEVGQTPIAMEIEHFIQLITGVAVFL.... Result: 0 (no interaction).